From a dataset of Full USPTO retrosynthesis dataset with 1.9M reactions from patents (1976-2016). Predict the reactants needed to synthesize the given product. Given the product [C:1]([C:3]1[CH:4]=[CH:5][C:6]([CH:9]2[CH2:10][CH2:11][N:12]([C:15]([O:17][C:18]([CH3:21])([CH3:20])[CH3:19])=[O:16])[CH2:13][CH2:14]2)=[CH:7][CH:8]=1)#[N:2], predict the reactants needed to synthesize it. The reactants are: [C:1]([C:3]1[CH:8]=[CH:7][C:6]([C:9]2[CH2:14][CH2:13][N:12]([C:15]([O:17][C:18]([CH3:21])([CH3:20])[CH3:19])=[O:16])[CH2:11][CH:10]=2)=[CH:5][CH:4]=1)#[N:2].